From a dataset of Reaction yield outcomes from USPTO patents with 853,638 reactions. Predict the reaction yield, written as a fraction of the theoretical maximum amount of product (1.0 means a 100% yield; for example, 0.34 means a 34% yield). (1) The reactants are [I:1][C:2]1[CH:3]=[C:4]([N+:9]([O-:11])=[O:10])[C:5](N)=[N:6][CH:7]=1.N([O-])=O.[Na+].[NH4+].[OH-].[BrH:18]. No catalyst specified. The product is [I:1][C:2]1[CH:3]=[C:4]([N+:9]([O-:11])=[O:10])[C:5]([Br:18])=[N:6][CH:7]=1. The yield is 0.230. (2) The reactants are [CH2:1]([O:8][C:9]1[C:10]([CH2:27][OH:28])=[N:11][CH:12]=[C:13]([C:25]=1[OH:26])[C:14]([NH:16][CH2:17][C:18]1[CH:23]=[CH:22][C:21]([F:24])=[CH:20][CH:19]=1)=[O:15])[C:2]1[CH:7]=[CH:6][CH:5]=[CH:4][CH:3]=1. The catalyst is C(Cl)(Cl)Cl.[O-2].[O-2].[Mn+4]. The product is [CH2:1]([O:8][C:9]1[C:10]([CH:27]=[O:28])=[N:11][CH:12]=[C:13]([C:25]=1[OH:26])[C:14]([NH:16][CH2:17][C:18]1[CH:19]=[CH:20][C:21]([F:24])=[CH:22][CH:23]=1)=[O:15])[C:2]1[CH:7]=[CH:6][CH:5]=[CH:4][CH:3]=1. The yield is 0.840. (3) The reactants are [Br:1][C:2]1[CH:11]=[CH:10][C:5]([C:6]([O:8][CH3:9])=[O:7])=[C:4]([CH3:12])[CH:3]=1.[Br:13]N1C(=O)CCC1=O. The catalyst is C(Cl)(Cl)(Cl)Cl.C(OOC(=O)C1C=CC=CC=1)(=O)C1C=CC=CC=1. The product is [Br:1][C:2]1[CH:11]=[CH:10][C:5]([C:6]([O:8][CH3:9])=[O:7])=[C:4]([CH2:12][Br:13])[CH:3]=1. The yield is 0.920. (4) The reactants are [F:1][C:2]1([F:58])[CH2:7][CH2:6][CH:5]([C:8]2[C:17]3[CH:16]([O:18]CC4C=CC(OC)=CC=4)[CH2:15][C:14]([CH3:29])([CH3:28])[CH2:13][C:12]=3[N:11]=[C:10]([CH:30]3[CH2:35][CH2:34][N:33]([C:36]4[N:41]=[CH:40][C:39]([CH2:42][O:43][CH2:44][CH3:45])=[CH:38][N:37]=4)[CH2:32][CH2:31]3)[C:9]=2[CH:46]([F:57])[C:47]2[CH:52]=[CH:51][C:50]([C:53]([F:56])([F:55])[F:54])=[CH:49][CH:48]=2)[CH2:4][CH2:3]1.C1(OC)C=CC=CC=1.FC(F)(F)C(O)=O.C(=O)([O-])O.[Na+]. The catalyst is ClCCl. The product is [F:58][C:2]1([F:1])[CH2:3][CH2:4][CH:5]([C:8]2[C:17]3[CH:16]([OH:18])[CH2:15][C:14]([CH3:28])([CH3:29])[CH2:13][C:12]=3[N:11]=[C:10]([CH:30]3[CH2:35][CH2:34][N:33]([C:36]4[N:41]=[CH:40][C:39]([CH2:42][O:43][CH2:44][CH3:45])=[CH:38][N:37]=4)[CH2:32][CH2:31]3)[C:9]=2[CH:46]([F:57])[C:47]2[CH:48]=[CH:49][C:50]([C:53]([F:54])([F:56])[F:55])=[CH:51][CH:52]=2)[CH2:6][CH2:7]1. The yield is 0.580. (5) The reactants are Br[CH2:2][C:3]1[CH:8]=[CH:7][CH:6]=[CH:5][C:4]=1[F:9].[NH2:10][C:11]([C@@H:13]1[CH2:17][CH2:16][C@@H:15]([C:18]2[CH:23]=[CH:22][C:21]([OH:24])=[CH:20][CH:19]=2)[N:14]1[C:25]([O:27][C:28]([CH3:31])([CH3:30])[CH3:29])=[O:26])=[O:12].C(=O)([O-])[O-].[K+].[K+].C(OCC)(=O)C. The catalyst is C(#N)C.O. The product is [NH2:10][C:11]([C@@H:13]1[CH2:17][CH2:16][C@@H:15]([C:18]2[CH:23]=[CH:22][C:21]([O:24][CH2:2][C:3]3[CH:8]=[CH:7][CH:6]=[CH:5][C:4]=3[F:9])=[CH:20][CH:19]=2)[N:14]1[C:25]([O:27][C:28]([CH3:31])([CH3:30])[CH3:29])=[O:26])=[O:12]. The yield is 0.970. (6) The reactants are [CH3:1][O:2][C:3](=[O:33])[C:4]1[CH:9]=[CH:8][C:7]([CH2:10][N:11]2[CH:15]=[C:14]([C:16]3[CH:21]=[CH:20][C:19]([Cl:22])=[CH:18][C:17]=3[Cl:23])[N:13]=[C:12]2/[CH:24]=[CH:25]/[C:26]2[CH:31]=[CH:30][C:29](Br)=[CH:28][CH:27]=2)=[CH:6][CH:5]=1.[OH:34][C:35]1[CH:40]=[CH:39][C:38](B(O)O)=[CH:37][CH:36]=1. No catalyst specified. The product is [CH3:1][O:2][C:3](=[O:33])[C:4]1[CH:9]=[CH:8][C:7]([CH2:10][N:11]2[CH:15]=[C:14]([C:16]3[CH:21]=[CH:20][C:19]([Cl:22])=[CH:18][C:17]=3[Cl:23])[N:13]=[C:12]2/[CH:24]=[CH:25]/[C:26]2[CH:31]=[CH:30][C:29]([C:38]3[CH:39]=[CH:40][C:35]([OH:34])=[CH:36][CH:37]=3)=[CH:28][CH:27]=2)=[CH:6][CH:5]=1. The yield is 0.670. (7) The reactants are [N:1]1[CH:6]=[CH:5][CH:4]=[CH:3][C:2]=1[C:7]1[CH:15]=[CH:14][CH:13]=[CH:12][C:8]=1[C:9]([OH:11])=O.CCN=C=NCCCN(C)C.C1C=CC2N(O)N=NC=2C=1.CCN(CC)CC.[NH2:44][CH2:45][CH:46]([OH:58])[CH2:47][N:48]1[CH2:57][CH2:56][C:55]2[C:50](=[CH:51][CH:52]=[CH:53][CH:54]=2)[CH2:49]1. The catalyst is C(Cl)Cl. The product is [CH2:49]1[C:50]2[C:55](=[CH:54][CH:53]=[CH:52][CH:51]=2)[CH2:56][CH2:57][N:48]1[CH2:47][CH:46]([OH:58])[CH2:45][NH:44][C:9](=[O:11])[C:8]1[CH:12]=[CH:13][CH:14]=[CH:15][C:7]=1[C:2]1[CH:3]=[CH:4][CH:5]=[CH:6][N:1]=1. The yield is 0.275. (8) The reactants are [OH:1][CH2:2][C@H:3]1[CH2:10][N:9]([C:11]([O:13][C:14]([CH3:17])([CH3:16])[CH3:15])=[O:12])[CH2:8][C:5]2([CH2:7][CH2:6]2)[NH:4]1.C([O-])(O)=O.[Na+].O.[C:24](Cl)([O:26][CH2:27][CH:28]1[C:40]2[C:35](=[CH:36][CH:37]=[CH:38][CH:39]=2)[C:34]2[C:29]1=[CH:30][CH:31]=[CH:32][CH:33]=2)=[O:25]. The catalyst is CCOCC.C(Cl)Cl. The product is [OH:1][CH2:2][C@H:3]1[CH2:10][N:9]([C:11]([O:13][C:14]([CH3:17])([CH3:16])[CH3:15])=[O:12])[CH2:8][C:5]2([CH2:6][CH2:7]2)[N:4]1[C:24]([O:26][CH2:27][CH:28]1[C:29]2[CH:30]=[CH:31][CH:32]=[CH:33][C:34]=2[C:35]2[C:40]1=[CH:39][CH:38]=[CH:37][CH:36]=2)=[O:25]. The yield is 0.900.